Dataset: Full USPTO retrosynthesis dataset with 1.9M reactions from patents (1976-2016). Task: Predict the reactants needed to synthesize the given product. Given the product [F:19][CH:2]([F:1])[C:3]1[N:4]=[CH:5][N:6]([C:8]2[CH:13]=[CH:12][C:11]([NH2:14])=[CH:10][C:9]=2[O:17][CH3:18])[CH:7]=1, predict the reactants needed to synthesize it. The reactants are: [F:1][CH:2]([F:19])[C:3]1[N:4]=[CH:5][N:6]([C:8]2[CH:13]=[CH:12][C:11]([N+:14]([O-])=O)=[CH:10][C:9]=2[O:17][CH3:18])[CH:7]=1.